This data is from Peptide-MHC class I binding affinity with 185,985 pairs from IEDB/IMGT. The task is: Regression. Given a peptide amino acid sequence and an MHC pseudo amino acid sequence, predict their binding affinity value. This is MHC class I binding data. (1) The peptide sequence is RSFTFKEGF. The MHC is HLA-B15:01 with pseudo-sequence HLA-B15:01. The binding affinity (normalized) is 0.672. (2) The peptide sequence is FAYKTGSSM. The MHC is HLA-B83:01 with pseudo-sequence HLA-B83:01. The binding affinity (normalized) is 0.213.